From a dataset of Reaction yield outcomes from USPTO patents with 853,638 reactions. Predict the reaction yield, written as a fraction of the theoretical maximum amount of product (1.0 means a 100% yield; for example, 0.34 means a 34% yield). The reactants are [C:1]1([C:7]2[S:11][C:10]([CH2:12][CH2:13][NH2:14])=[N:9][CH:8]=2)[CH:6]=[CH:5][CH:4]=[CH:3][CH:2]=1.[F:15][C:16]([F:32])([F:31])[C:17]1[O:21][N:20]=[C:19]([C:22]2[CH:23]=[C:24]([CH:28]=[CH:29][CH:30]=2)[C:25](O)=[O:26])[N:18]=1. No catalyst specified. The product is [C:1]1([C:7]2[S:11][C:10]([CH2:12][CH2:13][NH:14][C:25](=[O:26])[C:24]3[CH:28]=[CH:29][CH:30]=[C:22]([C:19]4[N:18]=[C:17]([C:16]([F:32])([F:31])[F:15])[O:21][N:20]=4)[CH:23]=3)=[N:9][CH:8]=2)[CH:2]=[CH:3][CH:4]=[CH:5][CH:6]=1. The yield is 0.0500.